From a dataset of Peptide-MHC class I binding affinity with 185,985 pairs from IEDB/IMGT. Regression. Given a peptide amino acid sequence and an MHC pseudo amino acid sequence, predict their binding affinity value. This is MHC class I binding data. (1) The peptide sequence is LLKETIQKDI. The MHC is HLA-A02:06 with pseudo-sequence HLA-A02:06. The binding affinity (normalized) is 0.0701. (2) The peptide sequence is ALTSLGLLY. The MHC is HLA-A29:02 with pseudo-sequence HLA-A29:02. The binding affinity (normalized) is 1.00. (3) The peptide sequence is YYKDDISYF. The MHC is HLA-B08:02 with pseudo-sequence HLA-B08:02. The binding affinity (normalized) is 0.0847. (4) The peptide sequence is YVFPVIFSK. The MHC is Mamu-B8301 with pseudo-sequence Mamu-B8301. The binding affinity (normalized) is 0.693.